Dataset: Full USPTO retrosynthesis dataset with 1.9M reactions from patents (1976-2016). Task: Predict the reactants needed to synthesize the given product. (1) Given the product [F:1][C:2]1[CH:3]=[C:4]([N:9]2[C:14](=[O:15])[C:13]([O:16][CH2:17][C:18](=[N:34][O:33][CH3:32])[CH3:19])=[C:12]([C:21]3[CH:22]=[CH:23][C:24]([S:27]([CH3:30])(=[O:28])=[O:29])=[CH:25][CH:26]=3)[CH:11]=[N:10]2)[CH:5]=[CH:6][C:7]=1[F:8], predict the reactants needed to synthesize it. The reactants are: [F:1][C:2]1[CH:3]=[C:4]([N:9]2[C:14](=[O:15])[C:13]([O:16][CH2:17][C:18](=O)[CH3:19])=[C:12]([C:21]3[CH:26]=[CH:25][C:24]([S:27]([CH3:30])(=[O:29])=[O:28])=[CH:23][CH:22]=3)[CH:11]=[N:10]2)[CH:5]=[CH:6][C:7]=1[F:8].Cl.[CH3:32][O:33][NH2:34].O.O.O.C([O-])(=O)C.[Na+]. (2) Given the product [C:1]([O:5][C:6]([N:8]1[CH:13]2[CH2:14][CH2:15][CH:9]1[CH2:10][CH:11]([C:33]#[N:34])[CH2:12]2)=[O:7])([CH3:4])([CH3:3])[CH3:2], predict the reactants needed to synthesize it. The reactants are: [C:1]([O:5][C:6]([N:8]1[CH:13]2[CH2:14][CH2:15][CH:9]1[CH2:10][C:11](=O)[CH2:12]2)=[O:7])([CH3:4])([CH3:3])[CH3:2].COCCOC.CC1C=CC(S([CH2:33][N+:34]#[C-])(=O)=O)=CC=1.CC(C)([O-])C.[K+]. (3) The reactants are: Br[C:2]1[CH:11]=[C:10]2[C:5]([C:6]([NH:20][C@H:21]3[CH2:25][CH2:24][N:23](C(OC(C)(C)C)=O)[CH2:22]3)=[N:7][C:8]([C:12]3[CH:17]=[C:16]([F:18])[CH:15]=[CH:14][C:13]=3[OH:19])=[N:9]2)=[CH:4][CH:3]=1.[OH:33][C:34]1C=CC=[CH:36][C:35]=1C1N=C(N[C@H]2CCN(C(OC(C)(C)C)=O)C2)C2C(=CC=C(C#CCO)C=2)N=1. Given the product [F:18][C:16]1[CH:15]=[CH:14][C:13]([OH:19])=[C:12]([C:8]2[N:7]=[C:6]([NH:20][C@H:21]3[CH2:25][CH2:24][NH:23][CH2:22]3)[C:5]3[C:10](=[CH:11][C:2]([CH2:36][CH2:35][CH2:34][OH:33])=[CH:3][CH:4]=3)[N:9]=2)[CH:17]=1, predict the reactants needed to synthesize it. (4) Given the product [CH2:13]([N:8]([CH2:9][C:10](=[O:12])[NH:29][CH2:30][C:31]1[CH:36]=[C:35]([C:37]2[CH:38]=[CH:39][C:40]([C:43]([F:46])([F:45])[F:44])=[CH:41][CH:42]=2)[N:34]=[CH:33][N:32]=1)[C:6](=[O:7])[O:5][C:1]([CH3:2])([CH3:3])[CH3:4])[CH3:14], predict the reactants needed to synthesize it. The reactants are: [C:1]([O:5][C:6]([N:8]([CH2:13][CH3:14])[CH2:9][C:10]([OH:12])=O)=[O:7])([CH3:4])([CH3:3])[CH3:2].FC1C=CC(S(N(C)CC([NH:29][CH2:30][C:31]2[CH:36]=[C:35]([C:37]3[CH:42]=[CH:41][C:40]([C:43]([F:46])([F:45])[F:44])=[CH:39][CH:38]=3)[N:34]=[CH:33][N:32]=2)=O)(=O)=O)=CC=1.O.ON1C2C=CC=CC=2N=N1.C(N(CC)C(C)C)(C)C.CN(C(ON1N=NC2C=CC=CC1=2)=[N+](C)C)C.F[P-](F)(F)(F)(F)F.